Dataset: Forward reaction prediction with 1.9M reactions from USPTO patents (1976-2016). Task: Predict the product of the given reaction. (1) The product is: [C:32]([N:31]([CH2:23][C:14]1[CH:15]=[C:16]([C:19]([F:22])([F:21])[F:20])[CH:17]=[CH:18][C:13]=1[C:7]1[C:8]([O:11][CH3:12])=[CH:9][CH:10]=[C:5]([CH2:4][C:3]([OH:25])=[O:2])[CH:6]=1)[CH:26]1[CH2:30][CH2:29][CH2:28][CH2:27]1)(=[O:34])[CH3:33]. Given the reactants C[O:2][C:3](=[O:25])[CH2:4][C:5]1[CH:6]=[C:7]([C:13]2[CH:18]=[CH:17][C:16]([C:19]([F:22])([F:21])[F:20])=[CH:15][C:14]=2[CH:23]=O)[C:8]([O:11][CH3:12])=[CH:9][CH:10]=1.[CH:26]1([NH2:31])[CH2:30][CH2:29][CH2:28][CH2:27]1.[C:32](Cl)(=[O:34])[CH3:33], predict the reaction product. (2) Given the reactants [NH2:1][C@@H:2]([C@H:6]([OH:11])[C:7]([CH3:10])([CH3:9])[CH3:8])[C:3]([OH:5])=[O:4].C([O-])(O)=O.[Na+].[C:17](=O)([O-:38])[O:18][C:19]1C(C)=C(C2C=CC(C3C=CC=CC=3)=CC=2)C=CN=1.[C:40]1([C:46]2[CH:51]=[CH:50][C:49](C3C=CN(C([O-])=O)C(=O)C=3C)=[CH:48][CH:47]=2)[CH:45]=[CH:44][CH:43]=[CH:42][CH:41]=1, predict the reaction product. The product is: [OH:11][C@H:6]([C:7]([CH3:8])([CH3:10])[CH3:9])[C@H:2]([N:1]([C:49]1[CH:48]=[CH:47][C:46]([C:40]2[CH:41]=[CH:42][CH:43]=[CH:44][CH:45]=2)=[CH:51][CH:50]=1)[C:17]([O:18][CH3:19])=[O:38])[C:3]([OH:5])=[O:4]. (3) Given the reactants [CH2:1]([N:3]([C:27](=O)[C:28]1[CH:33]=[CH:32][C:31]([OH:34])=[CH:30][CH:29]=1)[C:4]1[CH:9]=[CH:8][CH:7]=[CH:6][C:5]=1[C@@H:10]1[CH2:19][CH2:18][C:17]2[CH:16]=[C:15]([O:20]C(=O)C(C)(C)C)[CH:14]=[CH:13][C:12]=2[CH2:11]1)[CH3:2].Cl[CH2:37][C:38]([N:40]1[CH2:45][CH2:44][CH2:43][CH2:42][CH2:41]1)=O, predict the reaction product. The product is: [CH2:1]([N:3]([CH2:27][C:28]1[CH:33]=[CH:32][C:31]([O:34][CH2:37][CH2:38][N:40]2[CH2:45][CH2:44][CH2:43][CH2:42][CH2:41]2)=[CH:30][CH:29]=1)[C:4]1[CH:9]=[CH:8][CH:7]=[CH:6][C:5]=1[C@@H:10]1[CH2:19][CH2:18][C:17]2[CH:16]=[C:15]([OH:20])[CH:14]=[CH:13][C:12]=2[CH2:11]1)[CH3:2].